From a dataset of Full USPTO retrosynthesis dataset with 1.9M reactions from patents (1976-2016). Predict the reactants needed to synthesize the given product. (1) Given the product [CH2:12]([N:19]([CH3:27])[C:20]1[CH:25]=[CH:24][N:23]=[C:22]([C:3]2[N:4]3[CH:9]=[C:8]([C:10]#[N:11])[CH:7]=[CH:6][C:5]3=[N:1][CH:2]=2)[N:21]=1)[C:13]1[CH:14]=[CH:15][CH:16]=[CH:17][CH:18]=1, predict the reactants needed to synthesize it. The reactants are: [N:1]1[CH:2]=[CH:3][N:4]2[CH:9]=[C:8]([C:10]#[N:11])[CH:7]=[CH:6][C:5]=12.[CH2:12]([N:19]([CH3:27])[C:20]1[CH:25]=[CH:24][N:23]=[C:22](Cl)[N:21]=1)[C:13]1[CH:18]=[CH:17][CH:16]=[CH:15][CH:14]=1.C([O-])(=O)C.[K+]. (2) Given the product [F:17][C:18]([F:29])([F:28])[C:19]([NH:8][CH2:7][CH2:6][C:5]1[CH:9]=[CH:10][C:2]([Cl:1])=[CH:3][CH:4]=1)=[O:20], predict the reactants needed to synthesize it. The reactants are: [Cl:1][C:2]1[CH:10]=[CH:9][C:5]([CH2:6][CH2:7][NH2:8])=[CH:4][CH:3]=1.N1C=CC=CC=1.[F:17][C:18]([F:29])([F:28])[C:19](O[C:19](=[O:20])[C:18]([F:29])([F:28])[F:17])=[O:20]. (3) Given the product [CH3:7][CH:8]1[CH2:13][N:12]([C:14]2[N:15]=[CH:16][CH:17]=[CH:18][N:19]=2)[CH2:11][CH:10]([CH3:20])[N:9]1[CH2:21][CH2:22][CH2:23][NH2:24], predict the reactants needed to synthesize it. The reactants are: [H-].[H-].[H-].[H-].[Li+].[Al+3].[CH3:7][CH:8]1[CH2:13][N:12]([C:14]2[N:19]=[CH:18][CH:17]=[CH:16][N:15]=2)[CH2:11][CH:10]([CH3:20])[N:9]1[CH2:21][CH2:22][CH2:23][NH-:24]. (4) Given the product [O:30]=[C:21]1[N:20]([C:17]2[CH:18]=[CH:19][C:14]([C:10]3[CH2:9][N:8]([C:44](=[O:45])[CH2:43][O:42][C:39](=[O:41])[CH3:40])[CH2:13][CH2:12][CH:11]=3)=[C:15]([F:31])[CH:16]=2)[CH2:24][C@H:23]([CH2:25][NH:26][C:27](=[O:29])[CH3:28])[O:22]1, predict the reactants needed to synthesize it. The reactants are: CC(OC([N:8]1[CH2:13][CH2:12][CH:11]=[C:10]([C:14]2[CH:19]=[CH:18][C:17]([N:20]3[CH2:24][C@H:23]([CH2:25][NH:26][C:27](=[O:29])[CH3:28])[O:22][C:21]3=[O:30])=[CH:16][C:15]=2[F:31])[CH2:9]1)=O)(C)C.I[Si](C)(C)C.CO.[C:39]([O:42][CH2:43][C:44](Cl)=[O:45])(=[O:41])[CH3:40]. (5) Given the product [N:21]1([C:27]([O:29][CH2:30][O:20][P:17]([CH2:16][O:15][C:12]2([CH2:11][N:8]3[CH:7]=[N:6][C:5]4[C:9]3=[N:10][C:2]([NH2:1])=[N:3][CH:4]=4)[CH2:13][CH2:14]2)(=[O:18])[O:19][CH2:30][O:29][C:27](=[O:28])[N:21]2[CH2:26][CH2:25][CH2:24][CH2:23][CH2:22]2)=[O:28])[CH2:26][CH2:25][CH2:24][CH2:23][CH2:22]1, predict the reactants needed to synthesize it. The reactants are: [NH2:1][C:2]1[N:10]=[C:9]2[C:5]([N:6]=[CH:7][N:8]2[CH2:11][C:12]2([O:15][CH2:16][P:17](=[O:20])([OH:19])[OH:18])[CH2:14][CH2:13]2)=[CH:4][N:3]=1.[N:21]1([C:27]([O:29][CH2:30]Cl)=[O:28])[CH2:26][CH2:25][CH2:24][CH2:23][CH2:22]1.